From a dataset of Peptide-MHC class II binding affinity with 134,281 pairs from IEDB. Regression. Given a peptide amino acid sequence and an MHC pseudo amino acid sequence, predict their binding affinity value. This is MHC class II binding data. (1) The peptide sequence is AENNLQITEHKRLQLAN. The MHC is DRB1_1302 with pseudo-sequence DRB1_1302. The binding affinity (normalized) is 0.240. (2) The peptide sequence is KVDTRAKDPPAGTRK. The binding affinity (normalized) is 0. The MHC is DRB1_1101 with pseudo-sequence DRB1_1101. (3) The peptide sequence is LGMLLMTGGVTLVRK. The MHC is DRB1_1301 with pseudo-sequence DRB1_1301. The binding affinity (normalized) is 0.787. (4) The binding affinity (normalized) is 0.0973. The peptide sequence is MSSKFPELGMNASHC. The MHC is HLA-DQA10301-DQB10302 with pseudo-sequence HLA-DQA10301-DQB10302.